From a dataset of Forward reaction prediction with 1.9M reactions from USPTO patents (1976-2016). Predict the product of the given reaction. (1) Given the reactants [C:1]([O:5][C:6]([N:8]1[CH2:13][CH2:12][N:11]([C:14]2[CH:19]=[CH:18][CH:17]=[CH:16][C:15]=2[C:20](O)=[O:21])[CH2:10][CH2:9]1)=[O:7])([CH3:4])([CH3:3])[CH3:2].C(Cl)(=O)C(Cl)=O.[NH2:29][C:30]1[CH:35]=[CH:34][CH:33]=[CH:32][CH:31]=1.C(N(C(C)C)CC)(C)C, predict the reaction product. The product is: [C:1]([O:5][C:6]([N:8]1[CH2:9][CH2:10][N:11]([C:14]2[CH:19]=[CH:18][CH:17]=[CH:16][C:15]=2[C:20](=[O:21])[NH:29][C:30]2[CH:35]=[CH:34][CH:33]=[CH:32][CH:31]=2)[CH2:12][CH2:13]1)=[O:7])([CH3:2])([CH3:3])[CH3:4]. (2) Given the reactants CC(OC(/N=N/C(OC(C)C)=O)=O)C.[N:15]1([C:19]([C:21]2[CH:26]=[CH:25][C:24]([O:27][C:28]3[CH:29]=[C:30]([CH:40]=[C:41]([OH:43])[CH:42]=3)[C:31]([NH:33][C:34]3[CH:38]=[CH:37][N:36]([CH3:39])[N:35]=3)=[O:32])=[CH:23][CH:22]=2)=[O:20])[CH2:18][CH2:17][CH2:16]1.[C:44]1(P([C:44]2[CH:49]=CC=[CH:46][CH:45]=2)[C:44]2[CH:49]=CC=[CH:46][CH:45]=2)[CH:49]=CC=[CH:46][CH:45]=1.C[C@@H](O)C#C, predict the reaction product. The product is: [N:15]1([C:19]([C:21]2[CH:26]=[CH:25][C:24]([O:27][C:28]3[CH:29]=[C:30]([CH:40]=[C:41]([O:43][C@@H:45]([CH3:46])[C:44]#[CH:49])[CH:42]=3)[C:31]([NH:33][C:34]3[CH:38]=[CH:37][N:36]([CH3:39])[N:35]=3)=[O:32])=[CH:23][CH:22]=2)=[O:20])[CH2:18][CH2:17][CH2:16]1. (3) Given the reactants [O:1]=[C:2]1[NH:6][C@H:5]([C:7]2[CH:12]=[CH:11][CH:10]=[C:9]([C:13]#[C:14][C:15]3[CH:20]=[CH:19][CH:18]=[CH:17][CH:16]=3)[CH:8]=2)[C@@H:4]([C:21]#[N:22])[O:3]1.Cl.C(N(CC)CC)C.[N-:31]=[N+:32]=[N-:33].[Na+].O, predict the reaction product. The product is: [C:15]1([C:14]#[C:13][C:9]2[CH:8]=[C:7]([C@@H:5]3[C@@H:4]([C:21]4[NH:33][N:32]=[N:31][N:22]=4)[O:3][C:2](=[O:1])[NH:6]3)[CH:12]=[CH:11][CH:10]=2)[CH:16]=[CH:17][CH:18]=[CH:19][CH:20]=1.